This data is from Experimentally validated miRNA-target interactions with 360,000+ pairs, plus equal number of negative samples. The task is: Binary Classification. Given a miRNA mature sequence and a target amino acid sequence, predict their likelihood of interaction. (1) The miRNA is hsa-miR-29a-3p with sequence UAGCACCAUCUGAAAUCGGUUA. The protein sequence of the target gene is MLLLLGLCLGLSLCVGSQEEAQSWGHSSEQDGLRVPRQVRLLQRLKTKPLMTEFSVKSTIISRYAFTTVSCRMLNRASEDQDIEFQMQIPAAAFITNFTMLIGDKVYQGEITEREKKSGDRVKEKRNKTTEENGEKGTEIFRASAVIPSKDKAAFFLSYEELLQRRLGKYEHSISVRPQQLSGRLSVDVNILESAGIASLEVLPLHNSRQRGSGRGEDDSGPPPSTVINQNETFANIIFKPTVVQQARIAQNGILGDFIIRYDVNREQSIGDIQVLNGYFVHYFAPKDLPPLPKNVVFVL.... Result: 1 (interaction). (2) The miRNA is mmu-miR-101b-3p with sequence GUACAGUACUGUGAUAGCU. The protein sequence of the target gene is MAPLLGRKPFPLVKPLPGEEPLFTIPHTQEAFRTREEYEARLERYSERIWTCKSTGSSQLTHKEAWEEEQEVAELLKEEFPNWYEKLVLEMVHHNTASLEKLVDSAWLEIMTKYAVGEECDFEVGKEKMLKVKIVKIHPLEKVDEEAVEKKSDGACDSPSSDKENSSQMAQDLQKKETVVKEDEGRRESINDRARRSPRKLPTSLKKGERKWAPPKFLPHKYDVKLQNEDKIISNVPADSLIRTERPPNKEILRYFIRHNALRAGTGENAPWVVEDELVKKYSLPSKFSDFLLDPYKYMT.... Result: 0 (no interaction). (3) The miRNA is cel-miR-358-3p with sequence AUUGGUAUCCCUGUCAAGGUCU. The protein sequence of the target gene is MVKPKYKGRSTINPSKASTNPDRVQGAGGQNMRDRATIRRLNMYRQKERRNSRGKIIKPLQYQSTVASGTVARVEPNIKWFGNTRVIKQSSLQKFQEEMDTVMKDPYKVVMKQSKLPMSLLHDRIRPHNLKVHILDTESFETTFGPKSQRKRPNLFASDMQSLIENAEMSTESYDQGKDRDLVTEDTGVRNEAQEEIYKKGQSKRIWGELYKVIDSSDVVVQVLDARDPMGTRSPHIETYLKKEKPWKHLIFVLNKCDLVPTWATKRWVAVLSQDYPTLAFHASLTNPFGKGAFIQLLRQ.... Result: 0 (no interaction). (4) The miRNA is hsa-miR-151a-5p with sequence UCGAGGAGCUCACAGUCUAGU. Result: 0 (no interaction). The protein sequence of the target gene is MGNFRGHALPGTFFFIIGLWWCTKSILKYICKKQKRTCYLGSKTLFYRLEILEGITIVGMALTGMAGEQFIPGGPHLMLYDYKQGHWNQLLGWHHFTMYFFFGLLGVADILCFTISSLPVSLTKLMLSNALFVEAFIFYNHTHGREMLDIFVHQLLVLVVFLTGLVAFLEFLVRNNVLLELLRSSLILLQGSWFFQIGFVLYPPSGGPAWDLMDHENILFLTICFCWHYAVTIVIVGMNYAFITWLVKSRLKRLCSSEVGLLKNAEREQESEEEM. (5) The miRNA is hsa-miR-203a-5p with sequence AGUGGUUCUUAACAGUUCAACAGUU. The protein sequence of the target gene is MLWFQGAIPAAIATAKRSGAVFVVFVAGDDEQSTQMAASWEDDKVTEASSNSFVAIKIDTKSEACLQFSQIYPVVCVPSSFFIGDSGIPLEVIAGSVSADELVTRIHKVRQMHLLKSETSVANGSQSESSVSTPSASFEPNNTCENSQSRNAELCEIPPTSDTKSDTATGGESAGHATSSQEPSGCSDQRPAEDLNIRVERLTKKLEERREEKRKEEEQREIKKEIERRKTGKEMLDYKRKQEEELTKRMLEERNREKAEDRAARERIKQQIALDRAERAARFAKTKEEVEAAKAAALLA.... Result: 0 (no interaction).